This data is from Full USPTO retrosynthesis dataset with 1.9M reactions from patents (1976-2016). The task is: Predict the reactants needed to synthesize the given product. (1) The reactants are: [CH2:1]([N:5]1[CH2:10][CH2:9][N:8]([C:11]2[CH:29]=[CH:28][C:14]3[NH:15][C:16]([C:18]4[CH:23]=[CH:22][C:21]([NH2:24])=[C:20]([N+:25]([O-])=O)[CH:19]=4)=[N:17][C:13]=3[CH:12]=2)[CH2:7][CH2:6]1)[CH2:2][CH2:3][CH3:4]. Given the product [CH2:1]([N:5]1[CH2:6][CH2:7][N:8]([C:11]2[CH:29]=[CH:28][C:14]3[NH:15][C:16]([C:18]4[CH:19]=[C:20]([NH2:25])[C:21]([NH2:24])=[CH:22][CH:23]=4)=[N:17][C:13]=3[CH:12]=2)[CH2:9][CH2:10]1)[CH2:2][CH2:3][CH3:4], predict the reactants needed to synthesize it. (2) Given the product [Cl:2][C:3]1[CH:4]=[CH:5][C:6]2[CH2:12][CH2:11][C:10]3[CH:13]=[CH:14][CH:15]=[CH:16][C:9]=3[N:8]([CH2:17][CH2:18][CH2:19][NH:20][S:38]([C:35]3[CH:34]=[CH:33][C:32]([O:31][C:30]([F:29])([F:42])[F:43])=[CH:37][CH:36]=3)(=[O:40])=[O:39])[C:7]=2[CH:21]=1, predict the reactants needed to synthesize it. The reactants are: Cl.[Cl:2][C:3]1[CH:4]=[CH:5][C:6]2[CH2:12][CH2:11][C:10]3[CH:13]=[CH:14][CH:15]=[CH:16][C:9]=3[N:8]([CH2:17][CH2:18][CH2:19][NH2:20])[C:7]=2[CH:21]=1.CCN(CC)CC.[F:29][C:30]([F:43])([F:42])[O:31][C:32]1[CH:37]=[CH:36][C:35]([S:38](Cl)(=[O:40])=[O:39])=[CH:34][CH:33]=1. (3) Given the product [NH2:1][CH2:4][CH2:5][O:6][CH2:7][CH2:8][O:9][CH2:10][CH:11]([O:22][CH2:23][C:24]([OH:26])=[O:25])[CH2:12][O:13][CH2:14][CH2:15][O:16][CH2:17][CH2:18][NH2:19], predict the reactants needed to synthesize it. The reactants are: [N:1]([CH2:4][CH2:5][O:6][CH2:7][CH2:8][O:9][CH2:10][CH:11]([O:22][CH2:23][C:24]([OH:26])=[O:25])[CH2:12][O:13][CH2:14][CH2:15][O:16][CH2:17][CH2:18][N:19]=[N+]=[N-])=[N+]=[N-]. (4) Given the product [F:1][C:2]1[CH:7]=[CH:6][C:5]([C:8]2[N:9]=[C:10]3[CH:15]=[N:14][CH:13]=[CH:12][N:11]3[C:16]=2[C:17]2[CH:22]=[CH:21][N:20]=[C:19]([OH:49])[N:18]=2)=[CH:4][CH:3]=1, predict the reactants needed to synthesize it. The reactants are: [F:1][C:2]1[CH:7]=[CH:6][C:5]([C:8]2[N:9]=[C:10]3[CH:15]=[N:14][CH:13]=[CH:12][N:11]3[C:16]=2[C:17]2[CH:22]=[CH:21][N:20]=[C:19](S(C)(=O)=O)[N:18]=2)=[CH:4][CH:3]=1.Cl.Cl.NC1C2CCN(CC2)C1.CCN(C(C)C)C(C)C.CS(C)=[O:49]. (5) The reactants are: [F:1][C:2]1[CH:9]=[CH:8][C:5]([C:6]#[N:7])=[C:4]([S:10]([CH3:13])(=[O:12])=[O:11])[CH:3]=1.[ClH:14]. Given the product [Cl-:14].[F:1][C:2]1[CH:9]=[CH:8][C:5]([CH2:6][NH3+:7])=[C:4]([S:10]([CH3:13])(=[O:12])=[O:11])[CH:3]=1, predict the reactants needed to synthesize it. (6) Given the product [F:27][C:26]([F:29])([F:28])[C:24]([OH:30])=[O:25].[Cl:1][C:2]1[N:3]=[C:4]([N:18]2[CH2:19][CH2:20][O:21][CH2:22][CH2:23]2)[C:5]2[CH2:10][NH:9][CH2:8][C:6]=2[N:7]=1, predict the reactants needed to synthesize it. The reactants are: [Cl:1][C:2]1[N:3]=[C:4]([N:18]2[CH2:23][CH2:22][O:21][CH2:20][CH2:19]2)[C:5]2[CH2:10][N:9](C(OC(C)(C)C)=O)[CH2:8][C:6]=2[N:7]=1.[C:24]([OH:30])([C:26]([F:29])([F:28])[F:27])=[O:25]. (7) Given the product [Cl:1][C:2]1[CH:3]=[CH:4][C:5]([O:18][CH2:19][CH:20]([CH3:25])[CH3:21])=[C:6]([CH2:8][N:9]2[C:13]([CH3:14])=[CH:12][C:11]([C:15](=[O:17])[CH3:16])=[N:10]2)[CH:7]=1, predict the reactants needed to synthesize it. The reactants are: [Cl:1][C:2]1[CH:3]=[CH:4][C:5]([O:18][CH2:19][C:20]2[CH:25]=CC=C[CH:21]=2)=[C:6]([CH2:8][N:9]2[C:13]([CH3:14])=[CH:12][C:11]([C:15](=[O:17])[CH3:16])=[N:10]2)[CH:7]=1.ClC1C=CC(OCC(C)C)=C(CN2C(C)=CC(C(N(C)OC)=O)=N2)C=1.